The task is: Predict the reaction yield, written as a fraction of the theoretical maximum amount of product (1.0 means a 100% yield; for example, 0.34 means a 34% yield).. This data is from Reaction yield outcomes from USPTO patents with 853,638 reactions. (1) The yield is 0.770. The reactants are [F:1][C:2]1[CH:7]=[CH:6][CH:5]=[C:4]([F:8])[C:3]=1[N:9]1[C:14]2[N:15]=[C:16](S(C)=O)[N:17]=[C:18]([C:19]3[CH:20]=[C:21]([CH:28]=[CH:29][C:30]=3[CH3:31])[C:22]([NH:24][CH2:25][CH2:26][CH3:27])=[O:23])[C:13]=2[CH2:12][NH:11][C:10]1=[O:35].[CH3:36][N:37]([CH3:42])[CH2:38][CH2:39][CH2:40][NH2:41]. The product is [F:1][C:2]1[CH:7]=[CH:6][CH:5]=[C:4]([F:8])[C:3]=1[N:9]1[C:14]2[N:15]=[C:16]([NH:41][CH2:40][CH2:39][CH2:38][N:37]([CH3:42])[CH3:36])[N:17]=[C:18]([C:19]3[CH:20]=[C:21]([CH:28]=[CH:29][C:30]=3[CH3:31])[C:22]([NH:24][CH2:25][CH2:26][CH3:27])=[O:23])[C:13]=2[CH2:12][NH:11][C:10]1=[O:35]. The catalyst is C(Cl)Cl. (2) The reactants are [F:1][C:2]1[CH:7]=[CH:6][CH:5]=[C:4]([F:8])[C:3]=1[C:9]1[O:10][C:11]([NH:17][C:18]2[CH:23]=[CH:22][CH:21]=[CH:20][CH:19]=2)=[C:12]([C:14](O)=[O:15])[N:13]=1.O.OC1C2N=N[NH:31]C=2C=CC=1.CN(C)CCCN=C=NCC.N.O1CCOCC1. The catalyst is C(Cl)Cl. The product is [F:8][C:4]1[CH:5]=[CH:6][CH:7]=[C:2]([F:1])[C:3]=1[C:9]1[O:10][C:11]([NH:17][C:18]2[CH:23]=[CH:22][CH:21]=[CH:20][CH:19]=2)=[C:12]([C:14]([NH2:31])=[O:15])[N:13]=1. The yield is 0.200. (3) The reactants are [CH2:1]([O:8][C:9]([N:11]1[CH2:16][CH2:15][CH:14]([C:17]([OH:19])=O)[CH2:13][CH2:12]1)=[O:10])[C:2]1[CH:7]=[CH:6][CH:5]=[CH:4][CH:3]=1.[NH2:20][NH2:21].CCN=C=NC[CH2:28][CH2:29]N(C)C.[OH:33]S([O-])(=O)=O.[K+]. The catalyst is C(Cl)Cl. The product is [CH2:1]([O:8][C:9]([N:11]1[CH2:12][CH2:13][CH:14]([C:17]([NH:20][NH:21][C:28](=[O:33])[CH3:29])=[O:19])[CH2:15][CH2:16]1)=[O:10])[C:2]1[CH:3]=[CH:4][CH:5]=[CH:6][CH:7]=1. The yield is 0.870. (4) The reactants are S(Cl)([Cl:4])(=O)=O.[OH:6][C:7]1[CH:8]=[C:9]2[C:14](=[CH:15][CH:16]=1)[CH:13]=[N:12][CH:11]=[CH:10]2. The catalyst is ClCCl.C(OCC)C. The product is [Cl:4][C:8]1[C:7]([OH:6])=[CH:16][CH:15]=[C:14]2[C:9]=1[CH:10]=[CH:11][N:12]=[CH:13]2. The yield is 0.890. (5) The reactants are [O:1]=[C:2]1[NH:8][CH2:7][CH2:6][CH2:5][N:4]2[C:9]3[N:15]=[C:14]([C:16]([OH:18])=O)[CH:13]=[CH:12][C:10]=3[CH:11]=[C:3]12.C1CN([P+](ON2N=NC3C=CC=CC2=3)(N2CCCC2)N2CCCC2)CC1.F[P-](F)(F)(F)(F)F.[C:52]([N:71]1[CH:75]=[C:74]([C:76]2[CH:77]=[C:78]([NH2:82])[CH:79]=[CH:80][CH:81]=2)[N:73]=[CH:72]1)([C:65]1[CH:70]=[CH:69][CH:68]=[CH:67][CH:66]=1)([C:59]1[CH:64]=[CH:63][CH:62]=[CH:61][CH:60]=1)[C:53]1[CH:58]=[CH:57][CH:56]=[CH:55][CH:54]=1.C(N(CC)CC)C. The catalyst is CN(C=O)C.O. The product is [O:1]=[C:2]1[NH:8][CH2:7][CH2:6][CH2:5][N:4]2[C:9]3[N:15]=[C:14]([C:16]([NH:82][C:78]4[CH:79]=[CH:80][CH:81]=[C:76]([C:74]5[N:73]=[CH:72][N:71]([C:52]([C:65]6[CH:66]=[CH:67][CH:68]=[CH:69][CH:70]=6)([C:59]6[CH:60]=[CH:61][CH:62]=[CH:63][CH:64]=6)[C:53]6[CH:58]=[CH:57][CH:56]=[CH:55][CH:54]=6)[CH:75]=5)[CH:77]=4)=[O:18])[CH:13]=[CH:12][C:10]=3[CH:11]=[C:3]12. The yield is 0.670. (6) The reactants are [OH:1][C:2]1[CH:3]=[C:4]2[C:9](=[CH:10][CH:11]=1)[CH:8]=[C:7]([C@:12]1([CH3:18])[CH2:16][O:15][C:14](=[O:17])[NH:13]1)[CH:6]=[CH:5]2.[CH:19]1(O)[CH2:24][CH2:23][CH2:22][CH2:21][CH2:20]1.[C:26]1(P([C:26]2[CH:31]=CC=[CH:28][CH:27]=2)[C:26]2[CH:31]=CC=[CH:28][CH:27]=2)[CH:31]=CC=[CH:28][CH:27]=1.O1CCCC1.N(C(OC(C)C)=O)=NC(OC(C)C)=O. No catalyst specified. The product is [CH:26]([CH:19]1[CH2:24][CH2:23][CH:22]([O:1][C:2]2[CH:3]=[C:4]3[C:9](=[CH:10][CH:11]=2)[CH:8]=[C:7]([C@:12]2([CH3:18])[CH2:16][O:15][C:14](=[O:17])[NH:13]2)[CH:6]=[CH:5]3)[CH2:21][CH2:20]1)([CH2:27][CH3:28])[CH3:31]. The yield is 0.410. (7) The reactants are [CH2:1]([O:3][C:4]([O:6][C:7]1[CH:8]=[C:9]([CH2:19][C@H:20]([NH:31]C(OC(C)(C)C)=O)[C:21]([O:23][C@H:24]([CH3:30])[CH2:25][O:26][C:27](=[O:29])[CH3:28])=[O:22])[CH:10]=[CH:11][C:12]=1[O:13][C:14]([O:16][CH2:17][CH3:18])=[O:15])=[O:5])[CH3:2].[ClH:39]. The catalyst is O1CCOCC1. The product is [ClH:39].[NH2:31][C@@H:20]([CH2:19][C:9]1[CH:10]=[CH:11][C:12]([O:13][C:14]([O:16][CH2:17][CH3:18])=[O:15])=[C:7]([O:6][C:4]([O:3][CH2:1][CH3:2])=[O:5])[CH:8]=1)[C:21]([O:23][C@H:24]([CH3:30])[CH2:25][O:26][C:27](=[O:29])[CH3:28])=[O:22]. The yield is 1.00. (8) The reactants are C(OC(=O)[NH:7][C@H:8]([C:13]([N:15]1[CH2:19][CH:18]=[CH:17][C@H:16]1[C:20]#[N:21])=[O:14])[C:9]([CH3:12])([CH3:11])[CH3:10])(C)(C)C.FC(F)(F)C(O)=O. The catalyst is ClCCl. The product is [NH2:7][C@@H:8]([C:9]([CH3:12])([CH3:11])[CH3:10])[C:13]([N:15]1[CH2:19][CH:18]=[CH:17][C@H:16]1[C:20]#[N:21])=[O:14]. The yield is 0.170. (9) The reactants are [CH:1]1([C:4]([C:6]2[CH:11]=[CH:10][C:9]([N:12]3[CH2:16][CH2:15][N:14]([C:17]4[CH:18]=[N:19][CH:20]=[CH:21][C:22]=4[CH3:23])[C:13]3=[O:24])=[CH:8][C:7]=2F)=O)[CH2:3][CH2:2]1.CO.O.[NH2:29][NH2:30]. The catalyst is C(Cl)(Cl)Cl. The product is [CH:1]1([C:4]2[C:6]3[C:7](=[CH:8][C:9]([N:12]4[CH2:16][CH2:15][N:14]([C:17]5[CH:18]=[N:19][CH:20]=[CH:21][C:22]=5[CH3:23])[C:13]4=[O:24])=[CH:10][CH:11]=3)[NH:30][N:29]=2)[CH2:3][CH2:2]1. The yield is 0.320.